Task: Predict the reactants needed to synthesize the given product.. Dataset: Full USPTO retrosynthesis dataset with 1.9M reactions from patents (1976-2016) (1) Given the product [Cl:24][C:17]1[N:16]=[C:15]2[C:20]([N:21]=[CH:22][N:14]2[C@@H:12]2[CH2:13][C@H:9]([N:8]([C:27]([O:29][C:30]([CH3:32])([CH3:33])[CH3:31])=[O:28])[C:1]([O:3][C:4]([CH3:5])([CH3:7])[CH3:6])=[O:2])[CH:10]=[CH:11]2)=[C:19]([NH:51][CH2:50][CH:49]([C:43]2[CH:48]=[CH:47][CH:46]=[CH:45][CH:44]=2)[C:52]2[CH:57]=[CH:56][CH:55]=[CH:54][CH:53]=2)[N:18]=1, predict the reactants needed to synthesize it. The reactants are: [C:1]([N:8]([C:27]([O:29][C:30]([CH3:33])([CH3:32])[CH3:31])=[O:28])[C@H:9]1[CH2:13][C@@H:12]([N:14]2[CH:22]=[N:21][C:20]3[C:15]2=[N:16][C:17]([Cl:24])=[N:18][C:19]=3Cl)[C@H:11](O)[C@@H:10]1O)([O:3][C:4]([CH3:7])([CH3:6])[CH3:5])=[O:2].CCN(C(C)C)C(C)C.[C:43]1([CH:49]([C:52]2[CH:57]=[CH:56][CH:55]=[CH:54][CH:53]=2)[CH2:50][NH2:51])[CH:48]=[CH:47][CH:46]=[CH:45][CH:44]=1. (2) The reactants are: [C:1]([OH:20])(=[O:19])[CH2:2][CH2:3][CH2:4][CH2:5][CH2:6][CH2:7][CH2:8][CH2:9][CH2:10][CH2:11][CH2:12][CH2:13][CH2:14][CH2:15][C:16]([OH:18])=[O:17].C(O[CH2:24][C:25]1[CH:30]=[CH:29][CH:28]=[CH:27][CH:26]=1)=O. Given the product [CH2:24]([O:17][C:16](=[O:18])[CH2:15][CH2:14][CH2:13][CH2:12][CH2:11][CH2:10][CH2:9][CH2:8][CH2:7][CH2:6][CH2:5][CH2:4][CH2:3][CH2:2][C:1]([OH:20])=[O:19])[C:25]1[CH:30]=[CH:29][CH:28]=[CH:27][CH:26]=1, predict the reactants needed to synthesize it. (3) Given the product [Br:1][C:2]1[CH:3]=[C:4]([CH:8]=[CH:9][C:10]=1[Cl:11])[C:5]([NH:32][C@@H:30]([C:24]1[CH:29]=[CH:28][CH:27]=[CH:26][CH:25]=1)[CH3:31])=[O:7], predict the reactants needed to synthesize it. The reactants are: [Br:1][C:2]1[CH:3]=[C:4]([CH:8]=[CH:9][C:10]=1[Cl:11])[C:5]([OH:7])=O.C(Cl)(=O)C(Cl)=O.N1C=CC=CC=1.[C:24]1([C@H:30]([NH2:32])[CH3:31])[CH:29]=[CH:28][CH:27]=[CH:26][CH:25]=1. (4) The reactants are: [Cl:1][C:2]1[C:3]([CH2:12][N:13]2[CH:17]=[CH:16][C:15]([N+:18]([O-])=O)=[N:14]2)=[N:4][CH:5]=[C:6]([C:8]([F:11])([F:10])[F:9])[CH:7]=1.Cl[Sn]Cl. Given the product [Cl:1][C:2]1[C:3]([CH2:12][N:13]2[CH:17]=[CH:16][C:15]([NH2:18])=[N:14]2)=[N:4][CH:5]=[C:6]([C:8]([F:11])([F:9])[F:10])[CH:7]=1, predict the reactants needed to synthesize it.